Predict the product of the given reaction. From a dataset of Forward reaction prediction with 1.9M reactions from USPTO patents (1976-2016). The product is: [Br:1][C:2]1[CH:3]=[N:4][C:5]([NH:8][CH2:28][CH2:27][CH2:26][O:25][C:21]2[CH:20]=[C:19]3[C:24](=[CH:23][CH:22]=2)[C@H:16]([CH2:15][C:14]([O:13][CH2:11][CH3:12])=[O:30])[CH2:17][CH2:18]3)=[N:6][CH:7]=1. Given the reactants [Br:1][C:2]1[CH:3]=[N:4][C:5]([NH2:8])=[N:6][CH:7]=1.[H-].[Na+].[CH2:11]([O:13][C:14](=[O:30])[CH2:15][C@H:16]1[C:24]2[C:19](=[CH:20][C:21]([O:25][CH2:26][CH2:27][CH2:28]Br)=[CH:22][CH:23]=2)[CH2:18][CH2:17]1)[CH3:12].[NH4+].[Cl-], predict the reaction product.